Dataset: Full USPTO retrosynthesis dataset with 1.9M reactions from patents (1976-2016). Task: Predict the reactants needed to synthesize the given product. (1) Given the product [Cl:8][C:9]1[CH:14]=[C:13]([Cl:15])[CH:12]=[CH:11][C:10]=1[S:16][C:17]1[N:22]=[C:21]([C:23]2[CH:24]=[C:25]([CH:31]=[CH:32][CH:33]=2)[C:26]([OH:28])=[O:27])[CH:20]=[CH:19][CH:18]=1, predict the reactants needed to synthesize it. The reactants are: [OH-].[Na+].O1CCCC1.[Cl:8][C:9]1[CH:14]=[C:13]([Cl:15])[CH:12]=[CH:11][C:10]=1[S:16][C:17]1[N:22]=[C:21]([C:23]2[CH:24]=[C:25]([CH:31]=[CH:32][CH:33]=2)[C:26]([O:28]CC)=[O:27])[CH:20]=[CH:19][CH:18]=1.Cl. (2) Given the product [CH3:29][O:30][C:31]1[CH:40]=[C:39]2[C:34]([N:35]([CH3:43])[C:36](=[O:42])[CH:37]3[CH2:41][CH:38]32)=[CH:33][C:32]=1[CH2:44][NH:14][CH:5]1[CH2:4][CH2:3][CH:2]([CH3:1])[NH:7][CH:6]1[C:8]1[CH:13]=[CH:12][CH:11]=[CH:10][CH:9]=1, predict the reactants needed to synthesize it. The reactants are: [CH3:1][CH:2]1[NH:7][CH:6]([C:8]2[CH:13]=[CH:12][CH:11]=[CH:10][CH:9]=2)[CH:5]([NH2:14])[CH2:4][CH2:3]1.C[C@H]1N[C@H](C2C=CC=CC=2)[C@H](N)CC1.[CH3:29][O:30][C:31]1[CH:40]=[C:39]2[C:34]([N:35]([CH3:43])[C:36](=[O:42])[CH:37]3[CH2:41][CH:38]32)=[CH:33][C:32]=1[CH:44]=O. (3) Given the product [C:35]([O:38][C:39]([N:28]([C@@H:23]1[C:24]2[C:19](=[C:18]([C:15]3[N:14]=[C:13]([C:5]4[CH:6]=[CH:7][C:8]([O:9][CH:10]([CH3:12])[CH3:11])=[C:3]([C:1]#[N:2])[CH:4]=4)[O:17][N:16]=3)[CH:27]=[CH:26][CH:25]=2)[CH2:20][CH2:21][CH2:22]1)[CH2:29][C:30]([O:32][CH3:33])=[O:31])=[O:40])([CH3:37])([CH3:36])[CH3:34], predict the reactants needed to synthesize it. The reactants are: [C:1]([C:3]1[CH:4]=[C:5]([C:13]2[O:17][N:16]=[C:15]([C:18]3[CH:27]=[CH:26][CH:25]=[C:24]4[C:19]=3[CH2:20][CH2:21][CH2:22][C@@H:23]4[NH:28][CH2:29][C:30]([O:32][CH3:33])=[O:31])[N:14]=2)[CH:6]=[CH:7][C:8]=1[O:9][CH:10]([CH3:12])[CH3:11])#[N:2].[CH3:34][C:35]([O:38][C:39](O[C:39]([O:38][C:35]([CH3:37])([CH3:36])[CH3:34])=[O:40])=[O:40])([CH3:37])[CH3:36]. (4) The reactants are: C[O:2][C:3](=[O:41])[C:4]([O:7][C:8]1[CH:13]=[CH:12][CH:11]=[C:10]([CH:14]2[CH2:40][CH2:39][C:17]3([N:21]([CH2:22][CH2:23][C:24]4[CH:29]=[CH:28][C:27]([Cl:30])=[CH:26][C:25]=4[Cl:31])[C:20](=[O:32])[N:19]([CH2:33][CH:34]4[CH2:37][CH2:36][CH2:35]4)[C:18]3=[O:38])[CH2:16][CH2:15]2)[CH:9]=1)([CH3:6])[CH3:5].O.[OH-].[Li+].O. Given the product [CH:34]1([CH2:33][N:19]2[C:18](=[O:38])[C:17]3([CH2:39][CH2:40][CH:14]([C:10]4[CH:9]=[C:8]([CH:13]=[CH:12][CH:11]=4)[O:7][C:4]([CH3:6])([CH3:5])[C:3]([OH:41])=[O:2])[CH2:15][CH2:16]3)[N:21]([CH2:22][CH2:23][C:24]3[CH:29]=[CH:28][C:27]([Cl:30])=[CH:26][C:25]=3[Cl:31])[C:20]2=[O:32])[CH2:35][CH2:36][CH2:37]1, predict the reactants needed to synthesize it. (5) The reactants are: C[O:2][C:3](=O)[CH2:4][C:5]1[CH:6]=[CH:7][C:8]2[O:12][C:11]([NH:13][CH:14]3[CH2:19][CH2:18][N:17]([CH2:20][C:21]4[CH:26]=[C:25]([O:27][CH:28]([CH3:30])[CH3:29])[CH:24]=[C:23]([O:31][CH:32]([CH3:34])[CH3:33])[CH:22]=4)[CH2:16][CH2:15]3)=[N:10][C:9]=2[CH:35]=1.[H-].[Al+3].[Li+].[H-].[H-].[H-].O.Cl. Given the product [CH:32]([O:31][C:23]1[CH:22]=[C:21]([CH:26]=[C:25]([O:27][CH:28]([CH3:30])[CH3:29])[CH:24]=1)[CH2:20][N:17]1[CH2:18][CH2:19][CH:14]([NH:13][C:11]2[O:12][C:8]3[CH:7]=[CH:6][C:5]([CH2:4][CH2:3][OH:2])=[CH:35][C:9]=3[N:10]=2)[CH2:15][CH2:16]1)([CH3:34])[CH3:33], predict the reactants needed to synthesize it. (6) Given the product [F:34][C:31]1[CH:30]=[CH:29][C:27]2[NH:28][C:24]([C:8]3[CH:9]=[CH:10][C:11]([O:13][CH2:14][CH2:15][CH2:16][CH:17]4[CH2:22][CH2:21][N:20]([CH3:23])[CH2:19][CH2:18]4)=[CH:12][C:7]=3[CH2:2][OH:1])=[N:25][C:26]=2[C:32]=1[CH3:33], predict the reactants needed to synthesize it. The reactants are: [O:1]1CCCO[CH:2]1[C:7]1[CH:12]=[C:11]([O:13][CH2:14][CH2:15][CH2:16][CH:17]2[CH2:22][CH2:21][N:20]([CH3:23])[CH2:19][CH2:18]2)[CH:10]=[CH:9][C:8]=1[C:24]1[NH:28][C:27]2[CH:29]=[CH:30][C:31]([F:34])=[C:32]([CH3:33])[C:26]=2[N:25]=1.BrC1C=CC(OCCCC2CCN(C)CC2)=CC=1C1OCCCO1.C([Li])CCC.C([O-])(O)=O.[Na+].O1CCCOC1C1C=C(OCCCC2CCN(C)CC2)C=CC=1C=O.FC1C(C)=C(N)C(N)=CC=1. (7) Given the product [CH2:31]=[C:29]1[CH:28]=[CH:27][CH:26]=[C:23]2[C:24]([N:20]([N:14]3[C:15]4[C:11](=[CH:10][C:9]([O:8][CH2:1][C:2]5[CH:3]=[CH:4][CH:5]=[CH:6][CH:7]=5)=[CH:17][CH:16]=4)[CH:12]=[CH:13]3)[C:21](=[O:30])[CH:22]12)=[O:25], predict the reactants needed to synthesize it. The reactants are: [CH2:1]([O:8][C:9]1[CH:10]=[C:11]2[C:15](=[CH:16][CH:17]=1)[NH:14][CH:13]=[CH:12]2)[C:2]1[CH:7]=[CH:6][CH:5]=[CH:4][CH:3]=1.BrC[N:20]1[C:24](=[O:25])[C:23]2=[CH:26][CH:27]=[CH:28][CH:29]=[C:22]2[C:21]1=[O:30].[CH2:31]1COCC1.